This data is from Full USPTO retrosynthesis dataset with 1.9M reactions from patents (1976-2016). The task is: Predict the reactants needed to synthesize the given product. (1) Given the product [Cl:1][C:2]1[CH:3]=[N:4][C:5]([N:11]2[CH2:12][CH:13]([O:15][C:16]3[CH:21]=[CH:20][CH:19]=[C:18]([O:22][C:23]([F:24])([F:26])[F:25])[CH:17]=3)[CH2:14]2)=[C:6]([CH:10]=1)[C:7]([NH:28][C:29]1([C:32]2[CH:41]=[CH:40][C:35]([C:36]([O:38][CH3:39])=[O:37])=[CH:34][CH:33]=2)[CH2:31][CH2:30]1)=[O:8], predict the reactants needed to synthesize it. The reactants are: [Cl:1][C:2]1[CH:3]=[N:4][C:5]([N:11]2[CH2:14][CH:13]([O:15][C:16]3[CH:21]=[CH:20][CH:19]=[C:18]([O:22][C:23]([F:26])([F:25])[F:24])[CH:17]=3)[CH2:12]2)=[C:6]([CH:10]=1)[C:7](O)=[O:8].Cl.[NH2:28][C:29]1([C:32]2[CH:41]=[CH:40][C:35]([C:36]([O:38][CH3:39])=[O:37])=[CH:34][CH:33]=2)[CH2:31][CH2:30]1. (2) Given the product [CH2:1]([O:4][CH2:5][C:2]1[C:1](=[O:3])[O:4][C:5]2[C:11]([CH:10]=1)=[CH:12][CH:13]=[CH:14][CH:6]=2)[CH3:2], predict the reactants needed to synthesize it. The reactants are: [C:1]([O:4][CH2:5][CH3:6])(=[O:3])[CH3:2].[K+].[Br-].C[CH2:10][CH2:11][CH2:12][CH2:13][CH3:14].